This data is from Forward reaction prediction with 1.9M reactions from USPTO patents (1976-2016). The task is: Predict the product of the given reaction. (1) Given the reactants [CH:1]([P:3](=[O:14])([CH:12]=[CH2:13])[CH2:4][C:5]1[CH:10]=[CH:9][C:8]([F:11])=[CH:7][CH:6]=1)=[CH2:2].[CH2:15]([NH2:22])[C:16]1[CH:21]=[CH:20][CH:19]=[CH:18][CH:17]=1, predict the reaction product. The product is: [CH2:15]([N:22]1[CH2:13][CH2:12][P:3](=[O:14])([CH2:4][C:5]2[CH:10]=[CH:9][C:8]([F:11])=[CH:7][CH:6]=2)[CH2:1][CH2:2]1)[C:16]1[CH:21]=[CH:20][CH:19]=[CH:18][CH:17]=1. (2) Given the reactants [N+:1]([C:4]1[CH:5]=[C:6]2[C:10](=[CH:11][CH:12]=1)[NH:9][CH2:8][CH2:7]2)([O-:3])=[O:2].[CH2:13](Br)[C:14]1[CH:19]=[CH:18][CH:17]=[CH:16][CH:15]=1.C(=O)([O-])[O-].[K+].[K+].O, predict the reaction product. The product is: [CH2:13]([N:9]1[C:10]2[C:6](=[CH:5][C:4]([N+:1]([O-:3])=[O:2])=[CH:12][CH:11]=2)[CH2:7][CH2:8]1)[C:14]1[CH:19]=[CH:18][CH:17]=[CH:16][CH:15]=1.